Dataset: Experimentally validated miRNA-target interactions with 360,000+ pairs, plus equal number of negative samples. Task: Binary Classification. Given a miRNA mature sequence and a target amino acid sequence, predict their likelihood of interaction. (1) The miRNA is hsa-miR-4272 with sequence CAUUCAACUAGUGAUUGU. The protein sequence of the target gene is MAAAGQLCLLYLSAGLLSRLGAAFNLDTREDNVIRKYGDPGSLFGFSLAMHWQLQPEDKRLLLVGAPRAEALPLQRANRTGGLYSCDITARGPCTRIEFDNDADPTSESKEDQWMGVTVQSQGPGGKVVTCAHRYEKRQHVNTKQESRDIFGRCYVLSQNLRIEDDMDGGDWSFCDGRLRGHEKFGSCQQGVAATFTKDFHYIVFGAPGTYNWKGIVRVEQKNNTFFDMNIFEDGPYEVGGETEHDESLVPVPANSYLGLLFLTSVSYTDPDQFVYKTRPPREQPDTFPDVMMNSYLGFS.... Result: 0 (no interaction). (2) The miRNA is hsa-miR-6812-5p with sequence AUGGGGUGAGAUGGGGAGGAGCAGC. The protein sequence of the target gene is MELATRYQIPKEVADIFNAPSDDEEFVGFRDDVPMETLSSEESCDSFDSLESGKQQDVRFHSKYFTEELRRIFIEDTDSETEDFAGFTQSDLNGKTNPEVMVVESDLSDDGKASLVSEEEEDEEEDKATPRRSRSRRSSIGLRVAFQFPTKKLANKPDKNSSSEQLFSSARLQNEKKTILERKKDCRQVIQREDSTSESEDDSRDESQESSDALLKRTMNIKENKAMLAQLLAELNSMPDFFPVRTPTSASRKKTVRRAFSEGQITRRMNPTRSARPPEKFALENFTVSAAKFAEEFYSF.... Result: 0 (no interaction). (3) Result: 1 (interaction). The miRNA is hsa-miR-335-5p with sequence UCAAGAGCAAUAACGAAAAAUGU. The protein sequence of the target gene is METTLLFFSQINMCESKEKTFFKLIHGSGKEETSKEAKIRAKEKRNRLSLLVQKPEFHEDTRSSRSGHLAKETRVSPEEAVKWGESFDKLLSHRDGLEAFTRFLKTEFSEENIEFWIACEDFKKSKGPQQIHLKAKAIYEKFIQTDAPKEVNLDFHTKEVITNSITQPTLHSFDAAQSRVYQLMEQDSYTRFLKSDIYLDLMEGRPQRPTNLRRRSRSFTCNEFQDVQSDVAIWL. (4) The miRNA is hsa-miR-6777-3p with sequence UCCACUCUCCUGGCCCCCAG. The protein sequence of the target gene is MDRRKKPLDVTASSLVDLKAELFRKQEEFKQEKLLKDSGVFGKPKTTNKKPSIWSKQNVGVSNRAEKDAEQKIEEQKTLDKAREKLEEKAKLYEKMTKGDFIDEEVEDMYLVDFTQKIIDKRKEMEASGAHRDSQKAGERDDDEENLPEGEIPPPQDPSEEWVDYVDSLGRSRRCMRKDLPDLLEMDKNLQGRLFISPANEKTLLSEDMRKELQRQQWEEEEREALKRPMGPVHYEDIRENEARQLGVGYFAFARDKELRNKQMKTLEMLREQTTDQRTKRENIKEKRKAILEARLAKLR.... Result: 1 (interaction). (5) Result: 1 (interaction). The protein sequence of the target gene is MVARLTAFLVCLVFSLATLVQRGYGDTDGFNLEDALKETSSVKQRWDHFSTTTRRPVTTRAPANPAERWDHVATTTTRRPGTTRAPSNPMELDGFDLEDALDDRNDLDGPKKPSAGEAGGWSDKDLEDIVEGGGYKPDKNKGGGGYGSNDDPGSGISTETGTIAGVASALAMALIGAVSSYISYQQKKFCFSIQQGLNADYVKGENLEAVVCEEPQVTYSKQETQSAEPPPPEPPRI. The miRNA is mmu-miR-223-3p with sequence UGUCAGUUUGUCAAAUACCCCA. (6) The miRNA is hsa-miR-92a-3p with sequence UAUUGCACUUGUCCCGGCCUGU. The protein sequence of the target gene is MLRLLASGCARGPGPGVGARPAAGLFHPGRRQSRQASDAPRNQPPSPEFVARPVGVCSMMRLPVQTSPEGLDAAFIGVPLDTGTSNRPGARFGPRRIREESVMLGTVNPSTGALPFQSLMVADLGDVNVNLYNLQDSCRRIQEAYEKIVAAGCIPLTLGGDHTITYPILQAMAKKHGPVGLLHVDAHTDTTDKALGEKLYHGAPFRRCVDEGLLDCKRVVQIGIRGSSTTLDPYRYNRSQGFRVVLAEDCWMKSLVPLMGEVRQQMGGKPIYISFDIDALDPAYAPGTGTPEIAGLTPSQ.... Result: 1 (interaction). (7) The miRNA is hsa-miR-5690 with sequence UCAGCUACUACCUCUAUUAGG. The protein sequence of the target gene is MLSCRLQCALAALCIVLALGGVTGAPSDPRLRQFLQKSLAAATGKQELAKYFLAELLSEPNQTENDALEPEDLPQAAEQDEMRLELQRSANSNPAMAPRERKAGCKNFFWKTFTSC. Result: 0 (no interaction).